From a dataset of Forward reaction prediction with 1.9M reactions from USPTO patents (1976-2016). Predict the product of the given reaction. (1) Given the reactants [CH3:1][C:2]([C:14](O)=[O:15])([CH2:4][C:5]1[C:13]2[C:8](=[CH:9][CH:10]=[CH:11][CH:12]=2)[NH:7][CH:6]=1)[NH2:3], predict the reaction product. The product is: [NH2:3][C:2]([CH3:1])([CH2:4][C:5]1[C:13]2[C:8](=[CH:9][CH:10]=[CH:11][CH:12]=2)[NH:7][CH:6]=1)[CH2:14][OH:15]. (2) Given the reactants C(N(CC)CC)C.I[C:9]1[CH:10]=[N:11][CH:12]=[CH:13][CH:14]=1.[Cl:15][C:16]1[CH:21]=[CH:20][CH:19]=[C:18]([C:22]#[CH:23])[CH:17]=1, predict the reaction product. The product is: [ClH:15].[Cl:15][C:16]1[CH:17]=[C:18]([C:22]#[C:23][C:9]2[CH:10]=[N:11][CH:12]=[CH:13][CH:14]=2)[CH:19]=[CH:20][CH:21]=1. (3) Given the reactants [CH3:1][C@@H:2]1[N:7]([C:8]([O:10][C:11]([CH3:14])([CH3:13])[CH3:12])=[O:9])[C@H:6]([C:15]([O:17]C)=[O:16])[CH2:5][CH2:4][CH2:3]1.[Li+].[OH-].O.Cl, predict the reaction product. The product is: [C:11]([O:10][C:8]([N:7]1[C@@H:2]([CH3:1])[CH2:3][CH2:4][CH2:5][C@H:6]1[C:15]([OH:17])=[O:16])=[O:9])([CH3:12])([CH3:13])[CH3:14]. (4) Given the reactants O.[Na+:2].[CH3:3][N:4]1[C:12]2[C:7](=[CH:8][C:9]([NH:13][C:14]([C:16]3[C:17]([C:22]4[CH:27]=[CH:26][C:25]([C:28]([F:31])([F:30])[F:29])=[CH:24][CH:23]=4)=[CH:18][CH:19]=[CH:20][CH:21]=3)=[O:15])=[CH:10][CH:11]=2)[CH:6]=[C:5]1[C:32]([O-:34])=[O:33].Cl.C([OH:38])C, predict the reaction product. The product is: [OH2:15].[Na+:2].[CH3:3][N:4]1[C:12]2[C:7](=[CH:8][C:9]([NH:13][C:14]([C:16]3[C:17]([C:22]4[CH:27]=[CH:26][C:25]([C:28]([F:30])([F:31])[F:29])=[CH:24][CH:23]=4)=[CH:18][CH:19]=[CH:20][CH:21]=3)=[O:15])=[CH:10][CH:11]=2)[CH:6]=[C:5]1[C:32]([O-:34])=[O:33].[OH2:38].[CH3:3][N:4]1[C:12]2[C:7](=[CH:8][C:9]([NH:13][C:14]([C:16]3[C:17]([C:22]4[CH:27]=[CH:26][C:25]([C:28]([F:30])([F:31])[F:29])=[CH:24][CH:23]=4)=[CH:18][CH:19]=[CH:20][CH:21]=3)=[O:15])=[CH:10][CH:11]=2)[CH:6]=[C:5]1[C:32]([OH:34])=[O:33]. (5) Given the reactants Br[C:2]1[CH:7]=[CH:6][C:5]([C:8]([N:10]2[CH2:15][CH2:14][N:13]([C:16]3[CH:21]=[CH:20][C:19]([CH3:22])=[CH:18][C:17]=3[CH3:23])[CH2:12][CH2:11]2)=[O:9])=[C:4]([S:24]([CH3:27])(=[O:26])=[O:25])[CH:3]=1.[CH:28]([C@@H:31]1[C:35]([CH3:37])([CH3:36])[O:34][C:33](=[O:38])[NH:32]1)([CH3:30])[CH3:29], predict the reaction product. The product is: [CH3:23][C:17]1[CH:18]=[C:19]([CH3:22])[CH:20]=[CH:21][C:16]=1[N:13]1[CH2:14][CH2:15][N:10]([C:8]([C:5]2[CH:6]=[CH:7][C:2]([N:32]3[C@H:31]([CH:28]([CH3:29])[CH3:30])[C:35]([CH3:36])([CH3:37])[O:34][C:33]3=[O:38])=[CH:3][C:4]=2[S:24]([CH3:27])(=[O:26])=[O:25])=[O:9])[CH2:11][CH2:12]1. (6) Given the reactants [CH2:1]([C:3]1[N:7]([C:8]2[C:16]3[O:15][CH2:14][C@@H:13]([N:17](C(=O)C(F)(F)F)[C:18]4[CH:31]=[CH:30][C:21]5[C@H:22]([CH2:25][C:26]([O:28]C)=[O:27])[CH2:23][O:24][C:20]=5[CH:19]=4)[C:12]=3[CH:11]=[CH:10][CH:9]=2)[C:6]2[CH:38]=[CH:39][CH:40]=[CH:41][C:5]=2[N:4]=1)[CH3:2].[OH-].[Na+].Cl, predict the reaction product. The product is: [CH2:1]([C:3]1[N:7]([C:8]2[C:16]3[O:15][CH2:14][C@@H:13]([NH:17][C:18]4[CH:31]=[CH:30][C:21]5[C@H:22]([CH2:25][C:26]([OH:28])=[O:27])[CH2:23][O:24][C:20]=5[CH:19]=4)[C:12]=3[CH:11]=[CH:10][CH:9]=2)[C:6]2[CH:38]=[CH:39][CH:40]=[CH:41][C:5]=2[N:4]=1)[CH3:2]. (7) Given the reactants CN(C=O)C.[CH3:6][Si:7]([C:10]#[CH:11])([CH3:9])[CH3:8].Br[C:13]1[C:17]2[CH:18]=[CH:19][C:20]([N+:22]([O-:24])=[O:23])=[CH:21][C:16]=2[S:15][C:14]=1[C:25]([O:27][CH2:28][CH3:29])=[O:26], predict the reaction product. The product is: [N+:22]([C:20]1[CH:19]=[CH:18][C:17]2[C:13]([C:11]#[C:10][Si:7]([CH3:9])([CH3:8])[CH3:6])=[C:14]([C:25]([O:27][CH2:28][CH3:29])=[O:26])[S:15][C:16]=2[CH:21]=1)([O-:24])=[O:23].